From a dataset of Catalyst prediction with 721,799 reactions and 888 catalyst types from USPTO. Predict which catalyst facilitates the given reaction. (1) Reactant: F[C:2]1[CH:20]=[CH:19][C:5]([C:6]([N:8]([CH2:14][C:15]([F:18])([F:17])[F:16])[CH2:9][C:10]([F:13])([F:12])[F:11])=[O:7])=[CH:4][C:3]=1[N+:21]([O-:23])=[O:22].[S:24]1[CH:28]=[CH:27][C:26]([CH2:29][NH2:30])=[CH:25]1. Product: [N+:21]([C:3]1[CH:4]=[C:5]([CH:19]=[CH:20][C:2]=1[NH:30][CH2:29][C:26]1[CH:27]=[CH:28][S:24][CH:25]=1)[C:6]([N:8]([CH2:9][C:10]([F:12])([F:13])[F:11])[CH2:14][C:15]([F:17])([F:18])[F:16])=[O:7])([O-:23])=[O:22]. The catalyst class is: 14. (2) Product: [CH2:23]([N:13]1[CH2:14][CH2:15][N:10]([C:7]2[CH:6]=[CH:5][C:4]([N+:1]([O-:3])=[O:2])=[CH:9][CH:8]=2)[CH2:11][CH2:12]1)[CH:24]([CH3:26])[CH3:25]. Reactant: [N+:1]([C:4]1[CH:9]=[CH:8][C:7]([N:10]2[CH2:15][CH2:14][NH:13][CH2:12][CH2:11]2)=[CH:6][CH:5]=1)([O-:3])=[O:2].C(=O)([O-])[O-].[K+].[K+].I[CH2:23][CH:24]([CH3:26])[CH3:25].C1OCCOCCOCCOCCOCCOC1. The catalyst class is: 10. (3) Reactant: [NH:1]1[C:5]2=[N:6][CH:7]=[C:8]([O:10][C:11]3[CH:38]=[C:37]([N:39]4[CH2:44][CH2:43][N:42]([CH2:45][C:46]5[CH2:51][CH2:50][C:49]([CH3:53])([CH3:52])[CH2:48][C:47]=5[C:54]5[CH:59]=[CH:58][C:57]([Cl:60])=[CH:56][CH:55]=5)[CH2:41][CH2:40]4)[CH:36]=[CH:35][C:12]=3[C:13]([NH:15][S:16]([C:19]3[CH:24]=[CH:23][C:22]([NH:25][CH:26]4[CH2:31][CH2:30][NH:29][CH2:28][CH2:27]4)=[C:21]([N+:32]([O-:34])=[O:33])[CH:20]=3)(=[O:18])=[O:17])=[O:14])[CH:9]=[C:4]2[CH:3]=[CH:2]1.[CH3:61][C:62]([CH3:64])=O.C([BH3-])#N. Product: [Cl:60][C:57]1[CH:56]=[CH:55][C:54]([C:47]2[CH2:48][C:49]([CH3:53])([CH3:52])[CH2:50][CH2:51][C:46]=2[CH2:45][N:42]2[CH2:41][CH2:40][N:39]([C:37]3[CH:36]=[CH:35][C:12]([C:13]([NH:15][S:16]([C:19]4[CH:24]=[CH:23][C:22]([NH:25][CH:26]5[CH2:31][CH2:30][N:29]([CH:62]([CH3:64])[CH3:61])[CH2:28][CH2:27]5)=[C:21]([N+:32]([O-:34])=[O:33])[CH:20]=4)(=[O:18])=[O:17])=[O:14])=[C:11]([O:10][C:8]4[CH:9]=[C:4]5[CH:3]=[CH:2][NH:1][C:5]5=[N:6][CH:7]=4)[CH:38]=3)[CH2:44][CH2:43]2)=[CH:59][CH:58]=1. The catalyst class is: 506. (4) Reactant: [H-].[Al+3].[Li+].[H-].[H-].[H-].C([O:9][C:10](=O)[CH:11]([CH2:17][C:18]1[CH:23]=[CH:22][C:21]([C:24]2[CH:29]=[CH:28][C:27]([O:30][CH2:31][C:32]3[CH:37]=[CH:36][CH:35]=[CH:34][CH:33]=3)=[CH:26][CH:25]=2)=[CH:20][CH:19]=1)[C:12](OCC)=[O:13])C.O.O1CCCC1.O.O.O.O.O.O.O.O.O.O.C(=O)([O-])[O-].[Na+].[Na+]. Product: [C:32]1([CH2:31][O:30][C:27]2[CH:28]=[CH:29][C:24]([C:21]3[CH:20]=[CH:19][C:18]([CH2:17][CH:11]([CH2:12][OH:13])[CH2:10][OH:9])=[CH:23][CH:22]=3)=[CH:25][CH:26]=2)[CH:37]=[CH:36][CH:35]=[CH:34][CH:33]=1. The catalyst class is: 359.